Dataset: Catalyst prediction with 721,799 reactions and 888 catalyst types from USPTO. Task: Predict which catalyst facilitates the given reaction. Reactant: [OH:1][C@@:2]([CH3:11])([CH2:9][OH:10])[C:3](N(OC)C)=[O:4].[OH2:12].[OH-].[Li+:14]. Product: [OH:1][C@@:2]([CH3:11])([CH2:9][OH:10])[C:3]([O-:4])=[O:12].[Li+:14]. The catalyst class is: 5.